Dataset: Full USPTO retrosynthesis dataset with 1.9M reactions from patents (1976-2016). Task: Predict the reactants needed to synthesize the given product. (1) Given the product [NH2:30][C:26]1([C:23]2[CH:24]=[CH:25][C:20]([C:12]3[O:11][C:9]4[N:10]=[C:5]([NH:4][CH2:3][C@@H:2]([OH:1])[CH3:40])[N:6]([CH3:39])[C:7](=[O:38])[C:8]=4[C:13]=3[C:14]3[CH:15]=[CH:16][CH:17]=[CH:18][CH:19]=3)=[CH:21][CH:22]=2)[CH2:27][CH2:28][CH2:29]1, predict the reactants needed to synthesize it. The reactants are: [OH:1][C@@H:2]([CH3:40])[CH2:3][NH:4][C:5]1[N:6]([CH3:39])[C:7](=[O:38])[C:8]2[C:13]([C:14]3[CH:19]=[CH:18][CH:17]=[CH:16][CH:15]=3)=[C:12]([C:20]3[CH:25]=[CH:24][C:23]([C:26]4([NH:30]C(=O)OC(C)(C)C)[CH2:29][CH2:28][CH2:27]4)=[CH:22][CH:21]=3)[O:11][C:9]=2[N:10]=1.C(O)(C(F)(F)F)=O.C([O-])([O-])=O.[Na+].[Na+]. (2) Given the product [ClH:45].[NH2:29][C@@H:25]1[CH2:26][CH2:27][CH2:28][N:23]([C:3]2[C:2]([Br:1])=[CH:7][N:6]=[C:5]3[NH:8][CH:9]=[C:10]([NH:11][C:12]([C:14]4[CH:19]=[CH:18][C:17](=[O:20])[N:16]([CH3:21])[CH:15]=4)=[O:13])[C:4]=23)[CH2:24]1, predict the reactants needed to synthesize it. The reactants are: [Br:1][C:2]1[C:3](F)=[C:4]2[C:10]([NH:11][C:12]([C:14]3[CH:19]=[CH:18][C:17](=[O:20])[N:16]([CH3:21])[CH:15]=3)=[O:13])=[CH:9][NH:8][C:5]2=[N:6][CH:7]=1.[NH:23]1[CH2:28][CH2:27][CH2:26][C@@H:25]([NH:29]C(=O)OC(C)(C)C)[CH2:24]1.C(O)(C(F)(F)F)=O.C(Cl)[Cl:45]. (3) Given the product [CH2:37]([O:36][C:34](=[O:35])[CH2:6][CH2:5][N:7]([C:8](=[O:32])[CH2:9][CH2:10][CH2:11][CH2:12][CH2:13][NH2:14])[CH2:33][C:34]([O:36][CH2:37][CH3:38])=[O:35])[CH3:38], predict the reactants needed to synthesize it. The reactants are: C(OC(=O)[CH:5]([N:7]([CH2:33][C:34]([O:36][CH2:37][CH3:38])=[O:35])[C:8](=[O:32])[CH2:9][CH2:10][CH2:11][CH2:12][CH2:13][NH:14]C(OCC1C2C=CC=CC=2C2C1=CC=CC=2)=O)[CH3:6])C.